This data is from Full USPTO retrosynthesis dataset with 1.9M reactions from patents (1976-2016). The task is: Predict the reactants needed to synthesize the given product. (1) Given the product [N+:7]([C:10]1[CH:11]=[C:12]2[C:16](=[CH:17][CH:18]=1)[NH:15][C:14]([CH:19]([CH3:25])[CH2:20][OH:21])=[CH:13]2)([O-:9])=[O:8], predict the reactants needed to synthesize it. The reactants are: [H-].[H-].[H-].[H-].[Li+].[Al+3].[N+:7]([C:10]1[CH:11]=[C:12]2[C:16](=[CH:17][CH:18]=1)[NH:15][C:14]([CH:19]([CH3:25])[C:20](OCC)=[O:21])=[CH:13]2)([O-:9])=[O:8].O.[OH-].[Na+]. (2) Given the product [Cl:1][C:2]1[CH:3]=[CH:4][C:5]([N:8]2[C:17](=[O:18])[C:16]3[C:11](=[CH:12][C:13]([OH:21])=[CH:14][C:15]=3[OH:19])[N:10]=[C:9]2[CH:23]([CH3:25])[CH3:24])=[CH:6][CH:7]=1, predict the reactants needed to synthesize it. The reactants are: [Cl:1][C:2]1[CH:7]=[CH:6][C:5]([N:8]2[C:17](=[O:18])[C:16]3[C:11](=[CH:12][C:13]([O:21]C)=[CH:14][C:15]=3[O:19]C)[N:10]=[C:9]2[CH:23]([CH3:25])[CH3:24])=[CH:4][CH:3]=1.B(Br)(Br)Br.C([O-])(O)=O.[Na+]. (3) Given the product [CH:1]([O:4][C:8]1[CH:13]=[CH:12][C:11]([N+:14]([O-:16])=[O:15])=[CH:10][C:9]=1[N:17]1[C:21](=[O:22])[N:20]([CH3:23])[N:19]=[N:18]1)([CH3:3])[CH3:2], predict the reactants needed to synthesize it. The reactants are: [CH:1]([OH:4])([CH3:3])[CH3:2].[H-].[Na+].F[C:8]1[CH:13]=[CH:12][C:11]([N+:14]([O-:16])=[O:15])=[CH:10][C:9]=1[N:17]1[C:21](=[O:22])[N:20]([CH3:23])[N:19]=[N:18]1.C(OCC)(=O)C. (4) Given the product [CH3:1][O:2][C:3]1[CH:4]=[CH:5][C:6]([CH2:7][N:8]2[C:12]3[N:13]=[C:14]4[CH2:21][N:20]([CH3:33])[CH2:19][CH2:18][N:15]4[C:16](=[O:17])[C:11]=3[C:10]([NH:22][C:23]3[CH:28]=[CH:27][CH:26]=[CH:25][CH:24]=3)=[N:9]2)=[CH:29][CH:30]=1, predict the reactants needed to synthesize it. The reactants are: [CH3:1][O:2][C:3]1[CH:30]=[CH:29][C:6]([CH2:7][N:8]2[C:12]3[N:13]=[C:14]4[CH2:21][NH:20][CH2:19][CH2:18][N:15]4[C:16](=[O:17])[C:11]=3[C:10]([NH:22][C:23]3[CH:28]=[CH:27][CH:26]=[CH:25][CH:24]=3)=[N:9]2)=[CH:5][CH:4]=1.C=O.[C:33](O[BH-](OC(=O)C)OC(=O)C)(=O)C.[Na+]. (5) Given the product [Cl:41][C:36]1[CH:37]=[CH:38][CH:39]=[CH:40][C:35]=1[CH:26]([C:21]1[CH:22]=[CH:23][CH:24]=[CH:25][C:20]=1[Cl:19])[C:27]1[S:31][C:30]([C:32]([NH:2][C@@H:3]([CH2:8][CH2:9][CH2:10][NH:11][C:12]([O:14][C:15]([CH3:18])([CH3:17])[CH3:16])=[O:13])[C:4]([O:6][CH3:7])=[O:5])=[O:33])=[CH:29][CH:28]=1, predict the reactants needed to synthesize it. The reactants are: Cl.[NH2:2][C@@H:3]([CH2:8][CH2:9][CH2:10][NH:11][C:12]([O:14][C:15]([CH3:18])([CH3:17])[CH3:16])=[O:13])[C:4]([O:6][CH3:7])=[O:5].[Cl:19][C:20]1[CH:25]=[CH:24][CH:23]=[CH:22][C:21]=1[CH:26]([C:35]1[CH:40]=[CH:39][CH:38]=[CH:37][C:36]=1[Cl:41])[C:27]1[S:31][C:30]([C:32](O)=[O:33])=[CH:29][CH:28]=1.C(N(C(C)C)CC)(C)C.CN(C(ON1N=NC2C=CC=CC1=2)=[N+](C)C)C.F[P-](F)(F)(F)(F)F. (6) Given the product [O:11]=[C:9]1[C:10]2=[C:2]([S:34][C:28]3[CH:33]=[CH:32][CH:31]=[CH:30][CH:29]=3)[CH:3]=[CH:4][N:5]2[N:6]=[C:7]([C@@H:18]([NH:20][C:21](=[O:27])[O:22][C:23]([CH3:26])([CH3:25])[CH3:24])[CH3:19])[N:8]1[C:12]1[CH:17]=[CH:16][CH:15]=[CH:14][CH:13]=1, predict the reactants needed to synthesize it. The reactants are: I[C:2]1[CH:3]=[CH:4][N:5]2[C:10]=1[C:9](=[O:11])[N:8]([C:12]1[CH:17]=[CH:16][CH:15]=[CH:14][CH:13]=1)[C:7]([C@@H:18]([NH:20][C:21](=[O:27])[O:22][C:23]([CH3:26])([CH3:25])[CH3:24])[CH3:19])=[N:6]2.[C:28]1([SH:34])[CH:33]=[CH:32][CH:31]=[CH:30][CH:29]=1.C(=O)([O-])[O-].[K+].[K+].